Dataset: Catalyst prediction with 721,799 reactions and 888 catalyst types from USPTO. Task: Predict which catalyst facilitates the given reaction. (1) Reactant: [Br:1][C:2]1[CH:3]=[C:4]([CH2:8][NH:9][CH2:10][CH:11]2[CH2:15][CH2:14][CH2:13][CH2:12]2)[CH:5]=[N:6][CH:7]=1.[CH3:16][C:17]([O:20][C:21](O[C:21]([O:20][C:17]([CH3:19])([CH3:18])[CH3:16])=[O:22])=[O:22])([CH3:19])[CH3:18]. Product: [Br:1][C:2]1[CH:3]=[C:4]([CH2:8][N:9]([CH2:10][CH:11]2[CH2:15][CH2:14][CH2:13][CH2:12]2)[C:21](=[O:22])[O:20][C:17]([CH3:19])([CH3:18])[CH3:16])[CH:5]=[N:6][CH:7]=1. The catalyst class is: 2. (2) Reactant: [Br:1][C:2]1[CH:7]=[CH:6][CH:5]=[C:4](Br)[N:3]=1.[CH3:9][S-:10].[Na+]. Product: [Br:1][C:2]1[CH:7]=[CH:6][CH:5]=[C:4]([S:10][CH3:9])[N:3]=1. The catalyst class is: 369. (3) Reactant: C(=O)(O)[O-:2].[Na+].Cl.[NH2:7][CH2:8][CH2:9][SH:10].[C:11]([O:15][C:16](=[O:28])[NH:17][C@H:18]([C:25](F)=[O:26])[C:19]1[CH:24]=[CH:23][CH:22]=[CH:21][CH:20]=1)([CH3:14])([CH3:13])[CH3:12]. Product: [C:11]([O:15][C:16]([NH:17][C@@H:18]([C:19]1[CH:24]=[CH:23][CH:22]=[CH:21][CH:20]=1)[C:25]([OH:2])=[O:26])=[O:28])([CH3:14])([CH3:13])[CH3:12].[C:11]([O:15][C:16](=[O:28])[NH:17][C@H:18]([C:25](=[O:26])[NH:7][CH2:8][CH2:9][SH:10])[C:19]1[CH:24]=[CH:23][CH:22]=[CH:21][CH:20]=1)([CH3:14])([CH3:12])[CH3:13]. The catalyst class is: 232. (4) Product: [Cl:11][C:12]1[CH:13]=[C:14]([C:15]([N:4]2[C:5]3[CH:10]=[CH:9][CH:8]=[CH:7][C:6]=3[O:1][CH2:2][CH2:3]2)=[O:16])[CH:18]=[C:19]([N+:22]([O-:24])=[O:23])[C:20]=1[OH:21]. The catalyst class is: 13. Reactant: [O:1]1[C:6]2[CH:7]=[CH:8][CH:9]=[CH:10][C:5]=2[NH:4][CH2:3][CH2:2]1.[Cl:11][C:12]1[CH:13]=[C:14]([CH:18]=[C:19]([N+:22]([O-:24])=[O:23])[C:20]=1[OH:21])[C:15](Cl)=[O:16]. (5) Reactant: C([O:5][C:6](=[O:14])[NH:7][C@H:8]([CH:12]=[O:13])[CH:9]([CH3:11])[CH3:10])(C)(C)C.[F:15][C:16]([Si](C)(C)C)([F:18])[F:17].[F-].C([N+](CCCC)(CCCC)CCCC)CCC. The catalyst class is: 7. Product: [F:15][C:16]([F:18])([F:17])[C:6]([OH:14])=[O:5].[NH2:7][CH:8]([CH:9]([CH3:10])[CH3:11])[C@H:12]([OH:13])[C:16]([F:18])([F:17])[F:15]. (6) Reactant: [NH2:1][C:2]1[C:3]([NH:26][CH3:27])=[CH:4][C:5]([O:21][CH2:22][CH:23]([F:25])[F:24])=[C:6]([CH:20]=1)[C:7]([NH:9][C@H:10]1[CH2:15][CH2:14][C@H:13]([C:16]([F:19])([F:18])[F:17])[CH2:12][CH2:11]1)=[O:8].[N:28]([C:31]1[CH:32]=[C:33]([CH:42]=[CH:43][C:44]=1[C:45]([F:48])([F:47])[F:46])[CH2:34][N-:35][C:36](=[O:41])[C:37]([CH3:40])([CH3:39])[CH3:38])=[C:29]=S. Product: [F:17][C:16]([F:18])([F:19])[C@H:13]1[CH2:14][CH2:15][C@H:10]([NH:9][C:7]([C:6]2[C:5]([O:21][CH2:22][CH:23]([F:24])[F:25])=[CH:4][C:3]3[N:26]([CH3:27])[C:29]([NH:28][C:31]4[CH:32]=[C:33]([CH2:34][NH:35][C:36]([C:37]([CH3:40])([CH3:39])[CH3:38])=[O:41])[CH:42]=[CH:43][C:44]=4[C:45]([F:48])([F:47])[F:46])=[N:1][C:2]=3[CH:20]=2)=[O:8])[CH2:11][CH2:12]1. The catalyst class is: 497. (7) Reactant: [Cl:1][C:2]1[CH:3]=[C:4]([CH:9]=[CH:10][C:11]=1[CH2:12][S:13](Cl)(=[O:15])=[O:14])[C:5]([O:7][CH3:8])=[O:6].[NH4+:17].[OH-]. Product: [NH2:17][S:13]([CH2:12][C:11]1[CH:10]=[CH:9][C:4]([C:5]([O:7][CH3:8])=[O:6])=[CH:3][C:2]=1[Cl:1])(=[O:15])=[O:14]. The catalyst class is: 21.